Dataset: Catalyst prediction with 721,799 reactions and 888 catalyst types from USPTO. Task: Predict which catalyst facilitates the given reaction. (1) Reactant: C([O:8][C:9]1[C:10]([Br:33])=[CH:11][C:12]([CH3:32])=[C:13]([CH:31]=1)[O:14][C:15]1[N:19]([CH3:20])[N:18]=[C:17]([CH:21]2[CH2:23][CH2:22]2)[C:16]=1/[CH:24]=[CH:25]/[C:26]([O:28][CH2:29][CH3:30])=[O:27])C1C=CC=CC=1. Product: [Br:33][C:10]1[C:9]([OH:8])=[CH:31][C:13]([O:14][C:15]2[N:19]([CH3:20])[N:18]=[C:17]([CH:21]3[CH2:22][CH2:23]3)[C:16]=2/[CH:24]=[CH:25]/[C:26]([O:28][CH2:29][CH3:30])=[O:27])=[C:12]([CH3:32])[CH:11]=1. The catalyst class is: 55. (2) Reactant: C([Li])CCC.C(NC(C)C)(C)C.[Br:13][C:14]1[CH:19]=[CH:18][CH:17]=[C:16]([F:20])[CH:15]=1.CN(C)[CH:23]=[O:24]. The catalyst class is: 7. Product: [Br:13][C:14]1[CH:19]=[CH:18][CH:17]=[C:16]([F:20])[C:15]=1[CH:23]=[O:24]. (3) Reactant: [CH:1]([C:4]1[CH:5]=[C:6]([NH:10][C:11](=[O:34])[C:12]2[CH:17]=[CH:16][C:15]([N+:18]([O-])=O)=[C:14]([O:21][C:22]3[C:27]([C:28]4[CH:33]=[CH:32][N:31]=[CH:30][N:29]=4)=[CH:26][CH:25]=[CH:24][N:23]=3)[CH:13]=2)[CH:7]=[CH:8][CH:9]=1)([CH3:3])[CH3:2]. Product: [NH2:18][C:15]1[CH:16]=[CH:17][C:12]([C:11]([NH:10][C:6]2[CH:7]=[CH:8][CH:9]=[C:4]([CH:1]([CH3:3])[CH3:2])[CH:5]=2)=[O:34])=[CH:13][C:14]=1[O:21][C:22]1[C:27]([C:28]2[CH:33]=[CH:32][N:31]=[CH:30][N:29]=2)=[CH:26][CH:25]=[CH:24][N:23]=1. The catalyst class is: 515. (4) Reactant: C1N([N+]([O-])=O)CN([N+]([O-])=O)CN1[N+:13]([O-:15])=[O:14].C(O[N+]([O-])=O)C(CO[N+]([O-])=O)(CO[N+]([O-])=O)CO[N+]([O-])=O.[CH3:37][N:38]([CH3:45])[C:39]1[CH:44]=[CH:43][CH:42]=[CH:41][CH:40]=1. Product: [CH3:37][N:38]([CH3:45])[C:39]1[CH:44]=[CH:43][C:42]([N+:13]([O-:15])=[O:14])=[CH:41][CH:40]=1. The catalyst class is: 10. (5) Product: [Cl:1][C:2]1[C:3]([O:28][CH2:29][CH2:30][CH2:31][O:32][CH3:33])=[CH:4][C:5]2[CH2:14][CH:13]([C:15]([CH3:20])([CH3:19])[CH2:16][O:17][CH3:18])[N:12]3[C:7](=[CH:8][C:9](=[O:26])[C:10]([C:21]([OH:23])=[O:22])=[CH:11]3)[C:6]=2[CH:27]=1. The catalyst class is: 219. Reactant: [Cl:1][C:2]1[C:3]([O:28][CH2:29][CH2:30][CH2:31][O:32][CH3:33])=[CH:4][C:5]2[CH2:14][CH:13]([C:15]([CH3:20])([CH3:19])[CH2:16][O:17][CH3:18])[N:12]3[C:7](=[CH:8][C:9](=[O:26])[C:10]([C:21]([O:23]CC)=[O:22])=[CH:11]3)[C:6]=2[CH:27]=1.[Li+].[OH-].Cl. (6) Reactant: Cl[C:2]1[C:3]2[C:13]3[CH2:14][CH2:15][CH2:16][CH2:17][C:12]=3[S:11][C:4]=2[N:5]=[C:6]([CH2:8][O:9][CH3:10])[N:7]=1.Cl.[CH:19]1([NH:22][CH3:23])[CH2:21][CH2:20]1. Product: [CH:19]1([N:22]([C:2]2[C:3]3[C:13]4[CH2:14][CH2:15][CH2:16][CH2:17][C:12]=4[S:11][C:4]=3[N:5]=[C:6]([CH2:8][O:9][CH3:10])[N:7]=2)[CH3:23])[CH2:21][CH2:20]1. The catalyst class is: 5. (7) Reactant: [C:1]([C:3]1([NH:12][C:13](=[O:20])[CH:14]([OH:19])[CH2:15][CH:16]([CH3:18])[CH3:17])[CH2:8][CH2:7][N:6]([CH2:9][CH2:10][CH3:11])[CH2:5][CH2:4]1)#[N:2].Cl[C:22](OC1C=CC([N+]([O-])=O)=CC=1)=[O:23].CN1CCOCC1.[CH2:41]([NH2:48])[C:42]1[CH:47]=[CH:46][CH:45]=[CH:44][CH:43]=1. Product: [C:1]([C:3]1([NH:12][C:13]([CH:14]([O:19][C:22](=[O:23])[NH:48][CH2:41][C:42]2[CH:47]=[CH:46][CH:45]=[CH:44][CH:43]=2)[CH2:15][CH:16]([CH3:17])[CH3:18])=[O:20])[CH2:4][CH2:5][N:6]([CH2:9][CH2:10][CH3:11])[CH2:7][CH2:8]1)#[N:2]. The catalyst class is: 64.